This data is from Forward reaction prediction with 1.9M reactions from USPTO patents (1976-2016). The task is: Predict the product of the given reaction. (1) Given the reactants [C:1]([CH:3]1[CH2:8][CH2:7][N:6]([C:9]([C@H:11]([NH:16][C:17]([C:19]2[C:27]3[C:22](=[N:23][CH:24]=[C:25]([C:28]4[C:36]5[C:31](=[CH:32][CH:33]=[C:34]([Cl:37])[CH:35]=5)[N:30]([CH3:38])[N:29]=4)[N:26]=3)[N:21](COCC[Si](C)(C)C)[CH:20]=2)=[O:18])[C:12]([CH3:15])([CH3:14])[CH3:13])=[O:10])[CH2:5][CH2:4]1)#[N:2].FC(F)(F)C(O)=O.C(N)CN, predict the reaction product. The product is: [C:1]([CH:3]1[CH2:8][CH2:7][N:6]([C:9]([C@H:11]([NH:16][C:17]([C:19]2[C:27]3[C:22](=[N:23][CH:24]=[C:25]([C:28]4[C:36]5[C:31](=[CH:32][CH:33]=[C:34]([Cl:37])[CH:35]=5)[N:30]([CH3:38])[N:29]=4)[N:26]=3)[NH:21][CH:20]=2)=[O:18])[C:12]([CH3:15])([CH3:14])[CH3:13])=[O:10])[CH2:5][CH2:4]1)#[N:2]. (2) Given the reactants [N+]([C:4]1[C:5]([NH:13][C:14]2[CH:19]=[CH:18][CH:17]=[CH:16][C:15]=2[OH:20])=[N:6][CH:7]=[C:8]([N+:10]([O-:12])=[O:11])[CH:9]=1)([O-])=O.C([O-])([O-])=O.[K+].[K+], predict the reaction product. The product is: [N+:10]([C:8]1[CH:7]=[N:6][C:5]2[NH:13][C:14]3[CH:19]=[CH:18][CH:17]=[CH:16][C:15]=3[O:20][C:4]=2[CH:9]=1)([O-:12])=[O:11]. (3) Given the reactants C[O:2][C:3](=[O:31])[C:4]1[CH:9]=[CH:8][C:7]([NH:10][C:11](=[O:30])[CH:12]([C:18]2[CH:27]=[C:26]3[C:21]([C:22]([CH3:29])([CH3:28])[CH2:23][CH2:24][O:25]3)=[CH:20][CH:19]=2)[CH2:13][CH2:14][CH2:15][CH2:16][CH3:17])=[CH:6][CH:5]=1.O.[OH-].[Li+].Cl, predict the reaction product. The product is: [CH3:28][C:22]1([CH3:29])[C:21]2[C:26](=[CH:27][C:18]([CH:12]([CH2:13][CH2:14][CH2:15][CH2:16][CH3:17])[C:11]([NH:10][C:7]3[CH:6]=[CH:5][C:4]([C:3]([OH:31])=[O:2])=[CH:9][CH:8]=3)=[O:30])=[CH:19][CH:20]=2)[O:25][CH2:24][CH2:23]1. (4) Given the reactants [Br:1][C:2]1[CH:8]=[CH:7][C:5]([NH2:6])=[C:4]([O:9][CH3:10])[CH:3]=1.[C:11](O[C:11]([O:13][C:14]([CH3:17])([CH3:16])[CH3:15])=[O:12])([O:13][C:14]([CH3:17])([CH3:16])[CH3:15])=[O:12].CCCCCCC.C(OCC)(=O)C, predict the reaction product. The product is: [Br:1][C:2]1[CH:8]=[CH:7][C:5]([NH:6][C:11](=[O:12])[O:13][C:14]([CH3:17])([CH3:16])[CH3:15])=[C:4]([O:9][CH3:10])[CH:3]=1. (5) Given the reactants [NH2:1][C:2]1[CH:10]=[CH:9][C:5]([C:6]([OH:8])=[O:7])=[CH:4][C:3]=1[Cl:11].OS(O)(=O)=O.[C:17]([O-])(O)=O.[Na+], predict the reaction product. The product is: [NH2:1][C:2]1[CH:10]=[CH:9][C:5]([C:6]([O:8][CH3:17])=[O:7])=[CH:4][C:3]=1[Cl:11]. (6) Given the reactants [F:1][C:2]1[CH:10]=[CH:9][C:8]([CH2:11][C:12]2[C:21]3[C:16](=[CH:17][CH:18]=[CH:19][CH:20]=3)[C:15](=[O:22])[NH:14][N:13]=2)=[CH:7][C:3]=1[C:4]([OH:6])=O.CN(C(ON1N=NC2C=CC=CC1=2)=[N+](C)C)C.[B-](F)(F)(F)F.[CH2:45]([N:52]1[CH2:59][CH:58]2[CH:54]([CH2:55][NH:56][CH2:57]2)[CH2:53]1)[C:46]1[CH:51]=[CH:50][CH:49]=[CH:48][CH:47]=1.CCN(C(C)C)C(C)C, predict the reaction product. The product is: [CH2:45]([N:52]1[CH2:59][CH:58]2[CH2:57][N:56]([C:4]([C:3]3[CH:7]=[C:8]([CH:9]=[CH:10][C:2]=3[F:1])[CH2:11][C:12]3[C:21]4[C:16](=[CH:17][CH:18]=[CH:19][CH:20]=4)[C:15](=[O:22])[NH:14][N:13]=3)=[O:6])[CH2:55][CH:54]2[CH2:53]1)[C:46]1[CH:47]=[CH:48][CH:49]=[CH:50][CH:51]=1. (7) Given the reactants [CH3:1][S:2][C:3]1[N:4]([CH2:37][C:38]([F:41])([F:40])[F:39])[C:5](=[O:36])[C:6]2[C:11]([C:12]3[CH:17]=[CH:16][CH:15]=[CH:14][CH:13]=3)=[C:10]([C:18]3[CH:23]=[CH:22][C:21]([C:24]4([NH:28][C:29](=[O:35])[O:30][C:31]([CH3:34])([CH3:33])[CH3:32])[CH2:27][CH2:26][CH2:25]4)=[CH:20][CH:19]=3)[O:9][C:7]=2[N:8]=1.[OH:42]OS([O-])=O.[K+], predict the reaction product. The product is: [CH3:1][S:2]([C:3]1[N:4]([CH2:37][C:38]([F:40])([F:39])[F:41])[C:5](=[O:36])[C:6]2[C:11]([C:12]3[CH:13]=[CH:14][CH:15]=[CH:16][CH:17]=3)=[C:10]([C:18]3[CH:19]=[CH:20][C:21]([C:24]4([NH:28][C:29](=[O:35])[O:30][C:31]([CH3:34])([CH3:32])[CH3:33])[CH2:25][CH2:26][CH2:27]4)=[CH:22][CH:23]=3)[O:9][C:7]=2[N:8]=1)=[O:42].